This data is from Forward reaction prediction with 1.9M reactions from USPTO patents (1976-2016). The task is: Predict the product of the given reaction. Given the reactants Br[C:2]1[CH:7]=[CH:6][C:5]([C:8]2[O:9][C:10]([CH3:22])=[C:11]([CH2:13][CH2:14][N:15]3[CH2:20][CH2:19][CH2:18][CH2:17][CH:16]3[CH3:21])[N:12]=2)=[CH:4][CH:3]=1.[N:23]1[CH:28]=[CH:27][C:26](B(O)O)=[CH:25][CH:24]=1.C([O-])([O-])=O.[Na+].[Na+], predict the reaction product. The product is: [CH3:22][C:10]1[O:9][C:8]([C:5]2[CH:6]=[CH:7][C:2]([C:26]3[CH:27]=[CH:28][N:23]=[CH:24][CH:25]=3)=[CH:3][CH:4]=2)=[N:12][C:11]=1[CH2:13][CH2:14][N:15]1[CH2:20][CH2:19][CH2:18][CH2:17][CH:16]1[CH3:21].